Regression. Given a peptide amino acid sequence and an MHC pseudo amino acid sequence, predict their binding affinity value. This is MHC class I binding data. From a dataset of Peptide-MHC class I binding affinity with 185,985 pairs from IEDB/IMGT. The peptide sequence is PSEVELEEY. The MHC is HLA-B18:01 with pseudo-sequence HLA-B18:01. The binding affinity (normalized) is 0.0847.